Dataset: Aqueous solubility values for 9,982 compounds from the AqSolDB database. Task: Regression/Classification. Given a drug SMILES string, predict its absorption, distribution, metabolism, or excretion properties. Task type varies by dataset: regression for continuous measurements (e.g., permeability, clearance, half-life) or binary classification for categorical outcomes (e.g., BBB penetration, CYP inhibition). For this dataset (solubility_aqsoldb), we predict Y. The molecule is CC(=O)Nc1cccc(N=C=S)c1. The Y is -3.53 log mol/L.